Dataset: Catalyst prediction with 721,799 reactions and 888 catalyst types from USPTO. Task: Predict which catalyst facilitates the given reaction. Reactant: [F:1][C:2]([F:31])([F:30])[C:3]1[CH:4]=[C:5]([CH:23]=[C:24]([C:26]([F:29])([F:28])[F:27])[CH:25]=1)[C:6]([N:8]1[CH2:13][CH2:12][NH:11][CH2:10][C@H:9]1[CH2:14][C:15]1[CH:20]=[CH:19][C:18]([CH3:21])=[C:17]([CH3:22])[CH:16]=1)=[O:7].C(=O)([O-])[O-].[K+].[K+].[ClH:38].[N:39]1[CH:44]=[CH:43][CH:42]=[C:41]([C:45]#[C:46][CH2:47][Cl:48])[CH:40]=1.[I-].[K+]. Product: [ClH:48].[ClH:38].[F:31][C:2]([F:1])([F:30])[C:3]1[CH:4]=[C:5]([CH:23]=[C:24]([C:26]([F:27])([F:28])[F:29])[CH:25]=1)[C:6]([N:8]1[CH2:13][CH2:12][N:11]([CH2:47][C:46]#[C:45][C:41]2[CH:40]=[N:39][CH:44]=[CH:43][CH:42]=2)[CH2:10][C@H:9]1[CH2:14][C:15]1[CH:20]=[CH:19][C:18]([CH3:21])=[C:17]([CH3:22])[CH:16]=1)=[O:7]. The catalyst class is: 35.